This data is from Full USPTO retrosynthesis dataset with 1.9M reactions from patents (1976-2016). The task is: Predict the reactants needed to synthesize the given product. (1) Given the product [Cl:1][C:2]1[CH:3]=[CH:4][C:5]2[N:9]=[C:8]([CH2:10][CH2:11][NH:12][CH2:17][CH:14]3[CH2:16][CH2:15]3)[NH:7][C:6]=2[CH:13]=1, predict the reactants needed to synthesize it. The reactants are: [Cl:1][C:2]1[CH:3]=[CH:4][C:5]2[N:9]=[C:8]([CH2:10][CH2:11][NH2:12])[NH:7][C:6]=2[CH:13]=1.[CH:14]1([CH:17]=O)[CH2:16][CH2:15]1. (2) Given the product [Cl:26][C:7]1[N:6]=[CH:5][C:4]2[C:9](=[CH:10][CH:11]=[C:2]([Cl:1])[CH:3]=2)[N:8]=1, predict the reactants needed to synthesize it. The reactants are: [Cl:1][C:2]1[CH:3]=[C:4]2[C:9](=[CH:10][CH:11]=1)[N:8]=[C:7](N)[N:6]=[CH:5]2.C(O[N+]([O-])=O)(C)(C)C.C([O-])(O)=O.[Na+].[Cl:26]CCCl. (3) Given the product [Cl:17][C:5]1[C:6]([C:8]2[C:16]3[C:11](=[CH:12][CH:13]=[CH:14][CH:15]=3)[NH:10][CH:9]=2)=[N:7][C:2]([NH:24][C:23]2[CH:25]=[C:19]([F:18])[C:20]([N:28]3[CH2:29][CH2:30][CH:31]([N:34]4[CH2:35][CH2:36][N:37]([CH3:40])[CH2:38][CH2:39]4)[CH2:32][CH2:33]3)=[CH:21][C:22]=2[O:26][CH3:27])=[N:3][CH:4]=1, predict the reactants needed to synthesize it. The reactants are: Cl[C:2]1[N:7]=[C:6]([C:8]2[C:16]3[C:11](=[CH:12][CH:13]=[CH:14][CH:15]=3)[NH:10][CH:9]=2)[C:5]([Cl:17])=[CH:4][N:3]=1.[F:18][C:19]1[C:20]([N:28]2[CH2:33][CH2:32][CH:31]([N:34]3[CH2:39][CH2:38][N:37]([CH3:40])[CH2:36][CH2:35]3)[CH2:30][CH2:29]2)=[CH:21][C:22]([O:26][CH3:27])=[C:23]([CH:25]=1)[NH2:24]. (4) Given the product [O:15]1[C:19]2[CH:20]=[CH:21][CH:22]=[CH:23][C:18]=2[N:17]=[C:16]1[CH:24]([OH:40])[CH:25]([NH:28][C:29](=[O:39])[CH:30]([NH:38][C:3](=[N:4][S:5]([CH3:8])(=[O:6])=[O:7])[C:9]1[CH:10]=[CH:11][CH:12]=[CH:13][CH:14]=1)[CH2:31][CH:32]1[CH2:37][CH2:36][CH2:35][CH2:34][CH2:33]1)[CH2:26][CH3:27], predict the reactants needed to synthesize it. The reactants are: CO[C:3]([C:9]1[CH:14]=[CH:13][CH:12]=[CH:11][CH:10]=1)=[N:4][S:5]([CH3:8])(=[O:7])=[O:6].[O:15]1[C:19]2[CH:20]=[CH:21][CH:22]=[CH:23][C:18]=2[N:17]=[C:16]1[CH:24]([OH:40])[CH:25]([NH:28][C:29](=[O:39])[CH:30]([NH2:38])[CH2:31][CH:32]1[CH2:37][CH2:36][CH2:35][CH2:34][CH2:33]1)[CH2:26][CH3:27].C1CCN2C(=NCCC2)CC1. (5) The reactants are: Br.C[O:3][C:4]1[CH:5]=[C:6]([CH:10]2[CH2:15][CH2:14][CH2:13][NH:12][CH2:11]2)[CH:7]=[CH:8][CH:9]=1. Given the product [NH:12]1[CH2:13][CH2:14][CH2:15][CH:10]([C:6]2[CH:5]=[C:4]([OH:3])[CH:9]=[CH:8][CH:7]=2)[CH2:11]1, predict the reactants needed to synthesize it. (6) Given the product [C:1]([O:5][C:6](=[O:7])[NH:8][CH:9]([C:10](=[O:12])[NH2:40])[CH2:13][C:14]1[CH:19]=[CH:18][C:17]([O:20][C:21]2[CH:26]=[CH:25][C:24]([CH:27]=[C:28]3[C:57]4[C:58](=[CH:59][CH:60]=[CH:61][CH:62]=4)[NH:63][C:29]3=[O:37])=[CH:23][CH:22]=2)=[CH:16][CH:15]=1)([CH3:4])([CH3:2])[CH3:3], predict the reactants needed to synthesize it. The reactants are: [C:1]([O:5][C:6]([NH:8][CH:9]([CH2:13][C:14]1[CH:19]=[CH:18][C:17]([O:20][C:21]2[CH:26]=[CH:25][C:24]([CH:27]=[C:28]3C4C(=CC=CC=4)N[C:29]3=[O:37])=[CH:23][CH:22]=2)=[CH:16][CH:15]=1)[C:10]([OH:12])=O)=[O:7])([CH3:4])([CH3:3])[CH3:2].C([N:40](CC)CC)C.CN([P+](ON1N=[N:63][C:58]2[CH:59]=[CH:60][CH:61]=[CH:62][C:57]1=2)(N(C)C)N(C)C)C.F[P-](F)(F)(F)(F)F. (7) Given the product [C:8]([C:10]1[CH:11]=[C:12]([NH:16][C:17]2[C:26]3[C:21](=[CH:22][CH:23]=[C:24]([NH:27][C:28](=[O:36])[CH:29]=[C:30]4[CH2:35][CH2:34][NH:33][CH2:32][CH2:31]4)[CH:25]=3)[N:20]=[CH:19][N:18]=2)[CH:13]=[CH:14][CH:15]=1)#[CH:9], predict the reactants needed to synthesize it. The reactants are: FC(F)(F)C(O)=O.[C:8]([C:10]1[CH:11]=[C:12]([NH:16][C:17]2[C:26]3[C:21](=[CH:22][CH:23]=[C:24]([NH:27][C:28](=[O:36])[CH:29]=[C:30]4[CH2:35][CH2:34][NH:33][CH2:32][CH2:31]4)[CH:25]=3)[N:20]=[CH:19][N:18]=2)[CH:13]=[CH:14][CH:15]=1)#[CH:9]. (8) Given the product [CH3:7][C:5]1[N:6]=[C:2]([N:22]2[CH:23]=[CH:24][C:19]([C:13]3[CH:14]=[CH:15][CH:16]=[CH:17][CH:18]=3)=[CH:20][C:21]2=[O:25])[S:3][C:4]=1[C:8]([O:10][CH2:11][CH3:12])=[O:9], predict the reactants needed to synthesize it. The reactants are: Br[C:2]1[S:3][C:4]([C:8]([O:10][CH2:11][CH3:12])=[O:9])=[C:5]([CH3:7])[N:6]=1.[C:13]1([C:19]2[CH:24]=[CH:23][N:22]=[C:21]([OH:25])[CH:20]=2)[CH:18]=[CH:17][CH:16]=[CH:15][CH:14]=1.OC1C=CC=C2C=1N=CC=C2.C(=O)([O-])[O-].[K+].[K+].